This data is from Reaction yield outcomes from USPTO patents with 853,638 reactions. The task is: Predict the reaction yield, written as a fraction of the theoretical maximum amount of product (1.0 means a 100% yield; for example, 0.34 means a 34% yield). (1) The reactants are Cl[C:2]1[CH:7]=[C:6]([NH:8][C:9]2[CH:19]=[CH:18][CH:17]=[CH:16][C:10]=2[C:11]([NH:13][O:14][CH3:15])=[O:12])[C:5]([Cl:20])=[CH:4][N:3]=1.[CH3:21][C:22]1[CH:26]=[C:25]([NH2:27])[N:24]([CH:28]([CH3:30])[CH3:29])[N:23]=1.C(=O)([O-])[O-].[Cs+].[Cs+].C1C=CC(P(C2C(C3C(P(C4C=CC=CC=4)C4C=CC=CC=4)=CC=C4C=3C=CC=C4)=C3C(C=CC=C3)=CC=2)C2C=CC=CC=2)=CC=1. The catalyst is C([O-])(=O)C.[Pd+2].C([O-])(=O)C. The product is [Cl:20][C:5]1[C:6]([NH:8][C:9]2[CH:19]=[CH:18][CH:17]=[CH:16][C:10]=2[C:11]([NH:13][O:14][CH3:15])=[O:12])=[CH:7][C:2]([NH:27][C:25]2[N:24]([CH:28]([CH3:30])[CH3:29])[N:23]=[C:22]([CH3:21])[CH:26]=2)=[N:3][CH:4]=1. The yield is 0.150. (2) The reactants are [Br:1][C:2]1[CH:3]=[CH:4]C2=[C:6]([CH:24]=1)CN(C)CC=C2C1C=CC2N(C)CCOC=2C=1.C(=O)([O-])[O-].[K+].[K+].[N:31]1[CH:36]=[CH:35][CH:34]=[CH:33][CH:32]=1. No catalyst specified. The product is [Br:1][C:2]1[CH:3]=[CH:4][C:32]2[CH2:33][CH2:34][CH2:35][CH2:36][NH:31][C:6]=2[CH:24]=1. The yield is 0.650. (3) The reactants are [NH:1]1[C:9]2[C:4](=[CH:5][CH:6]=[CH:7][CH:8]=2)[CH:3]=[CH:2]1.[C:10](OC)(=O)C(OC)=O.CC(C)([O-])C.[K+].Cl. The catalyst is CN(C=O)C.O.C(OCC)C. The product is [CH3:10][N:1]1[C:9]2[C:4](=[CH:5][CH:6]=[CH:7][CH:8]=2)[CH:3]=[CH:2]1. The yield is 0.110.